From a dataset of Catalyst prediction with 721,799 reactions and 888 catalyst types from USPTO. Predict which catalyst facilitates the given reaction. (1) Reactant: C(OC(=O)[NH:7][CH:8]1[CH2:13][CH2:12][N:11]([C:14](=[O:16])[CH3:15])[CH2:10][CH2:9]1)(C)(C)C.[ClH:18].CO. Product: [ClH:18].[NH2:7][CH:8]1[CH2:13][CH2:12][N:11]([C:14](=[O:16])[CH3:15])[CH2:10][CH2:9]1. The catalyst class is: 5. (2) Reactant: F[C:2]1[CH:9]=[C:8]([O:10][CH3:11])[CH:7]=[CH:6][C:3]=1[CH:4]=O.[CH3:12][O:13][C:14](=[O:17])[CH2:15][SH:16].CCN(CC)CC.O. Product: [CH3:12][O:13][C:14]([C:15]1[S:16][C:2]2[CH:9]=[C:8]([O:10][CH3:11])[CH:7]=[CH:6][C:3]=2[CH:4]=1)=[O:17]. The catalyst class is: 16. (3) Reactant: [CH:1]1([C:4]2[NH:8][C:7]3[CH:9]=[C:10]([C:22]4[C:23]([CH3:28])=[N:24][O:25][C:26]=4[CH3:27])[CH:11]=[C:12]([C:13]([C:16]4[CH:17]=[N:18][CH:19]=[CH:20][CH:21]=4)(O)[CH3:14])[C:6]=3[N:5]=2)[CH2:3][CH2:2]1. Product: [CH:1]1([C:4]2[NH:8][C:7]3[CH:9]=[C:10]([C:22]4[C:23]([CH3:28])=[N:24][O:25][C:26]=4[CH3:27])[CH:11]=[C:12]([C:13]([C:16]4[CH:17]=[N:18][CH:19]=[CH:20][CH:21]=4)=[CH2:14])[C:6]=3[N:5]=2)[CH2:3][CH2:2]1. The catalyst class is: 67. (4) Reactant: Cl.[CH3:2][O:3][NH2:4].C(N(CC)CC)C.[Cl:12][C:13]1[C:18]([C:19]2[C:24]([F:25])=[CH:23][C:22]([F:26])=[CH:21][C:20]=2[F:27])=[C:17](Cl)[N:16]=[C:15]([S:29][CH3:30])[N:14]=1.O. Product: [Cl:12][C:13]1[C:18]([C:19]2[C:24]([F:25])=[CH:23][C:22]([F:26])=[CH:21][C:20]=2[F:27])=[C:17]([NH:4][O:3][CH3:2])[N:16]=[C:15]([S:29][CH3:30])[N:14]=1. The catalyst class is: 16. (5) Product: [ClH:13].[NH2:7][CH2:6][C:5]1[CH:4]=[C:3]([CH3:2])[C:10]([OH:11])=[C:9]([CH3:12])[CH:8]=1. Reactant: B.[CH3:2][C:3]1[CH:4]=[C:5]([CH:8]=[C:9]([CH3:12])[C:10]=1[OH:11])[C:6]#[N:7].[ClH:13]. The catalyst class is: 83.